This data is from Reaction yield outcomes from USPTO patents with 853,638 reactions. The task is: Predict the reaction yield, written as a fraction of the theoretical maximum amount of product (1.0 means a 100% yield; for example, 0.34 means a 34% yield). (1) The reactants are [CH3:1][O:2][C:3](=[O:33])[NH:4][CH:5]([C:9]([N:11]1[CH2:15][CH2:14][CH2:13][CH:12]1[C:16]1[NH:17][C:18]([C:21]2[CH:26]=[CH:25][C:24]([C:27]#[C:28][Si](C)(C)C)=[CH:23][CH:22]=2)=[CH:19][N:20]=1)=[O:10])[CH:6]([CH3:8])[CH3:7].C([O-])([O-])=O.[K+].[K+]. The catalyst is CO. The product is [CH3:1][O:2][C:3](=[O:33])[NH:4][CH:5]([C:9]([N:11]1[CH2:15][CH2:14][CH2:13][CH:12]1[C:16]1[NH:17][C:18]([C:21]2[CH:26]=[CH:25][C:24]([C:27]#[CH:28])=[CH:23][CH:22]=2)=[CH:19][N:20]=1)=[O:10])[CH:6]([CH3:8])[CH3:7]. The yield is 1.00. (2) The reactants are [CH3:1][C:2]([CH2:8][CH2:9][CH2:10][CH:11]([CH3:18])[CH2:12][CH2:13][CH2:14][CH:15]([CH3:17])[CH3:16])=[CH:3][C:4]([O:6][CH3:7])=[O:5].[OH:19][CH2:20][CH:21](CO)[OH:22].C(=O)([O-])[O-].[K+].[K+].Cl. The catalyst is CN(C)C=O. The product is [CH3:1][C:2]([CH2:8][CH2:9][CH2:10][CH:11]([CH3:18])[CH2:12][CH2:13][CH2:14][CH:15]([CH3:17])[CH3:16])=[CH:3][C:4]([O:6][CH2:7][CH:20]([CH2:21][OH:22])[OH:19])=[O:5]. The yield is 0.290. (3) The reactants are C(O[C:6]([N:8]1[CH2:13][CH2:12][CH:11]([CH2:14][O:15][C:16]2[CH:25]=[C:24]3[C:19]([C:20]([O:26][C:27]4[CH:32]=[CH:31][C:30]([N+:33]([O-:35])=[O:34])=[CH:29][C:28]=4[F:36])=[CH:21][CH:22]=[N:23]3)=[CH:18][C:17]=2[O:37][CH3:38])[CH2:10][CH2:9]1)=O)(C)(C)C.C(O)(C(F)(F)F)=O.[BH-](OC(C)=O)(OC(C)=O)OC(C)=O.[Na+].C=O. The catalyst is C(Cl)Cl. The product is [F:36][C:28]1[CH:29]=[C:30]([N+:33]([O-:35])=[O:34])[CH:31]=[CH:32][C:27]=1[O:26][C:20]1[C:19]2[C:24](=[CH:25][C:16]([O:15][CH2:14][CH:11]3[CH2:12][CH2:13][N:8]([CH3:6])[CH2:9][CH2:10]3)=[C:17]([O:37][CH3:38])[CH:18]=2)[N:23]=[CH:22][CH:21]=1. The yield is 0.930. (4) The reactants are [CH:1]1([CH2:4][O:5][NH:6][C:7]([C:9]2[C:20]([NH:21][C:22]3[CH:27]=[CH:26][C:25]([Cl:28])=[CH:24][C:23]=3[CH3:29])=[C:19]([F:30])[C:12]3[N:13]=[CH:14][N:15]([CH2:16][CH:17]=[O:18])[C:11]=3[CH:10]=2)=[O:8])[CH2:3][CH2:2]1.C(=O)([O-])[O-].[K+].[K+].[N+:37]([CH2:39]S(C1C=CC(C)=CC=1)(=O)=O)#[C-:38]. The catalyst is CO. The product is [CH:1]1([CH2:4][O:5][NH:6][C:7]([C:9]2[C:20]([NH:21][C:22]3[CH:27]=[CH:26][C:25]([Cl:28])=[CH:24][C:23]=3[CH3:29])=[C:19]([F:30])[C:12]3[N:13]=[CH:14][N:15]([CH2:16][C:17]4[O:18][CH:39]=[N:37][CH:38]=4)[C:11]=3[CH:10]=2)=[O:8])[CH2:2][CH2:3]1. The yield is 0.500. (5) The reactants are [C:1]([O:5][C:6]([C:8]1([C:13]([O:15]C(C)(C)C)=[O:14])[CH2:10][CH:9]1[CH2:11][CH3:12])=[O:7])([CH3:4])([CH3:3])[CH3:2].CC(C)([O-])C.[K+]. The catalyst is CCOCC.O. The product is [C:1]([O:5][C:6]([C:8]1([C:13]([OH:15])=[O:14])[CH2:10][CH:9]1[CH2:11][CH3:12])=[O:7])([CH3:2])([CH3:3])[CH3:4]. The yield is 0.690. (6) The reactants are [OH-].[K+].[NH2:3][C:4]1[C:5]2[N:6]([C:10]([C@H:14]3[CH2:19][N:18]4C(=O)[O:21][C@@H:22]([CH3:23])[C@@H:17]4[CH2:16][CH2:15]3)=[N:11][C:12]=2[Br:13])[CH:7]=[CH:8][N:9]=1. The catalyst is CCO. The product is [NH2:3][C:4]1[C:5]2[N:6]([C:10]([C@H:14]3[CH2:19][NH:18][C@H:17]([C@@H:22]([OH:21])[CH3:23])[CH2:16][CH2:15]3)=[N:11][C:12]=2[Br:13])[CH:7]=[CH:8][N:9]=1. The yield is 0.717.